This data is from Catalyst prediction with 721,799 reactions and 888 catalyst types from USPTO. The task is: Predict which catalyst facilitates the given reaction. Reactant: [F:1][C:2]([F:20])([F:19])[C:3]1[CH:8]=[CH:7][C:6]([C:9]2[S:10][CH:11]=[C:12]([C:14](OCC)=[O:15])[N:13]=2)=[CH:5][CH:4]=1.[H-].[H-].[H-].[H-].[Li+].[Al+3]. Product: [F:20][C:2]([F:1])([F:19])[C:3]1[CH:4]=[CH:5][C:6]([C:9]2[S:10][CH:11]=[C:12]([CH2:14][OH:15])[N:13]=2)=[CH:7][CH:8]=1. The catalyst class is: 27.